Task: Predict the reaction yield, written as a fraction of the theoretical maximum amount of product (1.0 means a 100% yield; for example, 0.34 means a 34% yield).. Dataset: Reaction yield outcomes from USPTO patents with 853,638 reactions The reactants are O[C:2]([C:7]1[C:12]([F:13])=[CH:11][CH:10]=[C:9]([F:14])[C:8]=1[F:15])([CH3:6])[C:3](=[O:5])[CH3:4].OS(O)(=O)=O. No catalyst specified. The product is [F:15][C:8]1[C:9]([F:14])=[CH:10][CH:11]=[C:12]([F:13])[C:7]=1[C:2](=[CH2:6])[C:3](=[O:5])[CH3:4]. The yield is 0.870.